Dataset: Experimentally validated miRNA-target interactions with 360,000+ pairs, plus equal number of negative samples. Task: Binary Classification. Given a miRNA mature sequence and a target amino acid sequence, predict their likelihood of interaction. (1) The miRNA is hsa-miR-6715a-3p with sequence CCAAACCAGUCGUGCCUGUGG. The protein sequence of the target gene is MASLLQSERVLYLVQGEKKVRAPLSQLYFCRYCSELRSLECVSHEVDSHYCPSCLENMPSAEAKLKKNRCANCFDCPGCMHTLSTRATSISTQLPDDPAKTTMKKAYYLACGFCRWTSRDVGMADKSVASGGWQEPENPHTQRMNKLIEYYQQLAQKEKVERDRKKLARRRNYMPLAFSQHTIHVVDKYSLGTRLQRPRAGASISTLAGLSLREGEDQKEVKIEPAQAVAEVEPLPEDYYTRPVNLTEVTTLQQRLLQPDLQPVSASQLYPRHKHLLIKRSLRCRKCEHNLSKPEFNPTS.... Result: 0 (no interaction). (2) The miRNA is hsa-miR-3908 with sequence GAGCAAUGUAGGUAGACUGUUU. The protein sequence of the target gene is MAAAAAVGNAVPCGARPCGVRPDGQPKPGPQPRALLAAGPALIANGDELVAAVWPYRRLALLRRLTVLPFAGLLYPAWLGAAAAGCWGWGSSWVQIPEAALLVLATICLAHALTVLSGHWSVHAHCALTCTPEYDPSKATFVKVVPTPNNGSTELVALHRNEGEDGLEVLSFEFQKIKYSYDALEKKQFLPVAFPVGNAFSYYQSNRGFQEDSEIRAAEKKFGSNKAEMVVPDFSELFKERATAPFFVFQVFCVGLWCLDEYWYYSVFTLSMLVAFEASLVQQQMRNMSEIRKMGNKPHM.... Result: 0 (no interaction). (3) The protein sequence of the target gene is MHHQWLLLAACFWVIFMFMVASKFITLTFKDPDVYSAKQEFLFLTTMPEVRKLPEEKHIPEELKPTGKELPDSQLVQPLVYMERLELIRNVCRDDALKNLSHTPVSKFVLDRIFVCDKHKILFCQTPKVGNTQWKKVLIVLNGAFSSIEEIPENVVHDHEKNGLPRLSSFSDAEIQKRLKTYFKFFIVRDPFERLISAFKDKFVHNPRFEPWYRHEIAPGIIRKYRRNRTETRGIQFEDFVRYLGDPNHRWLDLQFGDHIIHWVTYVELCAPCEIMYSVIGHHETLEDDAPYILKEAGID.... Result: 0 (no interaction). The miRNA is hsa-miR-216a-5p with sequence UAAUCUCAGCUGGCAACUGUGA. (4) The miRNA is cel-miR-234-3p with sequence UUAUUGCUCGAGAAUACCCUU. The protein sequence of the target gene is MPLSRSLSVSSLPGLEDWEDEFDPENAVLFEVAWEVANKVGGIYTVLQTKAKVTGDEWGDNYYLVGPYTEQGVRTQVELLEPPTPELKRTLDSMNSKGCKVYFGRWLIEGGPLVVLLDVGASAWALERWKGELWDTCNIGVPWYDREANDAVLFGFLTTWFLGEFLAQNEEKPYVVAHFHEWLAGVGLCLCRARRLPVATIFTTHATLLGRYLCAGAVDFYNNLENFNVDKEAGERQIYHRYCMERAAAHCAHVFTTVSQITAIEAQHLLKRKPDIVTPNGLNVKKFSAMHEFQNLHAQS.... Result: 0 (no interaction). (5) The miRNA is hsa-miR-641 with sequence AAAGACAUAGGAUAGAGUCACCUC. The protein sequence of the target gene is MSRRKQAKPRSVKVEEGEASDFSLAWDSSVAAAGGLEGEPECDRKTSRALEDRNSVTSQEERNEDDEDVEDESIYTCDHCQQDFESLADLTDHRAHRCPGDGDDDPQLSWVASSPSSKDVASPTQMIGDGCDLGLGEEEGGTGLPYPCQFCDKSFIRLSYLKRHEQIHSDKLPFKCTFCSRLFKHKRSRDRHIKLHTGDKKYHCHECEAAFSRSDHLKIHLKTHSSSKPFKCSVCKRGFSSTSSLQSHMQAHKKNKEHLAKSEKEAKKDDFMCDYCEDTFSQTEELEKHVLTLHPQLSEK.... Result: 0 (no interaction). (6) The miRNA is ath-miR408-3p with sequence AUGCACUGCCUCUUCCCUGGC. The protein sequence of the target gene is MDGAMGPRGLLLCMYLVSLLILQAMPALGSATGRSKSSEKRQAVDTAVDGVFIRSLKVNCKVTSRFAHYVVTSQVVNTANEAREVAFDLEIPKTAFISDFAVTADGNAFIGDIKDKVTAWKQYRKAAISGENAGLVRASGRTMEQFTIHLTVNPQSKVTFQLTYEEVLKRNHMQYEIVIKVKPKQLVHHFEIDVDIFEPQGISKLDAQASFLPKELAAQTIKKSFSGKKGHVLFRPTVSQQQSCPTCSTSLLNGHFKVTYDVSRDKICDLLVANNHFAHFFAPQNLTNMNKNVVFVIDIS.... Result: 0 (no interaction). (7) The miRNA is hsa-miR-34c-5p with sequence AGGCAGUGUAGUUAGCUGAUUGC. The protein sequence of the target gene is MFASCHCAPRGRRTMKMIHFRSSSIKSLNQEMKCTIRLLDDSEVSCHIQRETKGQFLIEYICNYYSLLEKDYFGIRYVDPEKQRHWLEPNKSIFKQMKSHPPYTMCFRVKFYPHEPLKIKEELTRYLLYLQIKRDIFHGRLLCSFSDAAYLGACIVQAEFGDYYPDEHPENYISEFEIFPKQSQKLERKIMEIHNNELRGQSPAIAEFNLLLKAHTLETYGVDPHPCKDSRGATAFLGFTAAGFVVFQGNKRIHLRKWSDVCKLKFEGKTFYVIGSQKEKNAVLAFHTSTPAACKHLWKC.... Result: 0 (no interaction). (8) The miRNA is hsa-miR-3135b with sequence GGCUGGAGCGAGUGCAGUGGUG. The protein sequence of the target gene is MAAGPIRVVLVLLGVLSVCAASGHGSVAEREAGGEAEWAEPWDGAVFRPPSALGAVGVTRSSGTPRPGREEAGDLPVLLWWSPGLFPHFPGDSERIECARGACVASRNRRALRDSRTRALLFYGTDFRASAAPLPRLAHQSWALLHEESPLNNFLLSHGPGIRLFNLTSTFSRHSDYPLSLQWLPGTAYLRRPVPPPMERAEWRRRGYAPLLYLQSHCDVPADRDRYVRELMRHIPVDSYGKCLQNRELPTARLQDTATATTEDPELLAFLSRYKFHLALENAICNDYMTEKLWRPMHLG.... Result: 1 (interaction).